This data is from Forward reaction prediction with 1.9M reactions from USPTO patents (1976-2016). The task is: Predict the product of the given reaction. (1) The product is: [C:42]1([S:48]([OH:51])(=[O:50])=[O:49])[CH:47]=[CH:46][CH:45]=[CH:44][CH:43]=1.[F:1][C:2]1[CH:7]=[C:6]([O:8][C:9]2[CH:14]=[CH:13][N:12]=[C:11]([NH:15][C:16]([N:18]3[CH2:19][CH:20]([OH:22])[CH2:21]3)=[O:17])[CH:10]=2)[C:5]([F:23])=[CH:4][C:3]=1[NH:24][C:25]([CH2:27][C:28]1([CH2:31][C:32]([NH:34][C:35]2[CH:36]=[CH:37][C:38]([F:41])=[CH:39][CH:40]=2)=[O:33])[CH2:30][CH2:29]1)=[O:26]. Given the reactants [F:1][C:2]1[CH:7]=[C:6]([O:8][C:9]2[CH:14]=[CH:13][N:12]=[C:11]([NH:15][C:16]([N:18]3[CH2:21][CH:20]([OH:22])[CH2:19]3)=[O:17])[CH:10]=2)[C:5]([F:23])=[CH:4][C:3]=1[NH:24][C:25]([CH2:27][C:28]1([CH2:31][C:32]([NH:34][C:35]2[CH:40]=[CH:39][C:38]([F:41])=[CH:37][CH:36]=2)=[O:33])[CH2:30][CH2:29]1)=[O:26].[C:42]1([S:48]([OH:51])(=[O:50])=[O:49])[CH:47]=[CH:46][CH:45]=[CH:44][CH:43]=1, predict the reaction product. (2) Given the reactants [I:1][CH2:2][C:3]1[N:4]=[C:5]([C:14]2[CH:19]=[CH:18][C:17](C)=[CH:16][CH:15]=2)[O:6][C:7]=1[C:8]1[CH:13]=CC=C[CH:9]=1.CC(C)C(=O)C(=NO)C.[F:30][C:31]([F:41])([F:40])C1C=C(C=CC=1)C=O, predict the reaction product. The product is: [I:1][CH2:2][C:3]1[N:4]=[C:5]([C:14]2[CH:15]=[CH:16][CH:17]=[C:18]([C:31]([F:41])([F:40])[F:30])[CH:19]=2)[O:6][C:7]=1[CH:8]([CH3:9])[CH3:13]. (3) Given the reactants [NH:1]1[CH2:6][CH2:5][CH2:4][CH2:3][CH2:2]1.Br[CH2:8][C:9]1[CH:14]=[CH:13][CH:12]=[C:11]([N+:15]([O-])=O)[CH:10]=1, predict the reaction product. The product is: [N:1]1([CH2:8][C:9]2[CH:10]=[C:11]([NH2:15])[CH:12]=[CH:13][CH:14]=2)[CH2:6][CH2:5][CH2:4][CH2:3][CH2:2]1. (4) Given the reactants [Cl:1][C:2]1[CH:11]=[CH:10][CH:9]=[C:8]([CH:12]2[CH2:17][CH2:16][CH2:15][CH2:14][CH2:13]2)[C:3]=1[C:4]([O:6]C)=[O:5].[OH-].[Na+], predict the reaction product. The product is: [Cl:1][C:2]1[CH:11]=[CH:10][CH:9]=[C:8]([CH:12]2[CH2:13][CH2:14][CH2:15][CH2:16][CH2:17]2)[C:3]=1[C:4]([OH:6])=[O:5]. (5) Given the reactants [C:1]([N:8]([CH3:42])[CH:9]1[CH2:14][CH2:13][CH:12]([N:15]([CH2:30][C:31]2[CH:32]=[C:33](B(O)O)[CH:34]=[CH:35][C:36]=2[O:37][CH3:38])[C:16]([C:18]2[S:22][C:21]3[C:23]([F:28])=[CH:24][CH:25]=[C:26]([F:27])[C:20]=3[C:19]=2[Cl:29])=[O:17])[CH2:11][CH2:10]1)([O:3][C:4]([CH3:7])([CH3:6])[CH3:5])=[O:2].Cl[C:44]1[CH:49]=[N:48][CH:47]=[CH:46][N:45]=1, predict the reaction product. The product is: [Cl:29][C:19]1[C:20]2[C:26]([F:27])=[CH:25][CH:24]=[C:23]([F:28])[C:21]=2[S:22][C:18]=1[C:16]([N:15]([CH2:30][C:31]1[CH:32]=[C:33]([C:44]2[CH:49]=[N:48][CH:47]=[CH:46][N:45]=2)[CH:34]=[CH:35][C:36]=1[O:37][CH3:38])[CH:12]1[CH2:11][CH2:10][CH:9]([N:8]([CH3:42])[C:1](=[O:2])[O:3][C:4]([CH3:6])([CH3:5])[CH3:7])[CH2:14][CH2:13]1)=[O:17]. (6) Given the reactants [Na].C([O:5][CH2:6][CH2:7][CH:8]([C:20]([F:23])([F:22])[F:21])[CH2:9][C:10]([F:19])([C:15]([F:18])([F:17])[F:16])[C:11]([F:14])([F:13])[F:12])(=O)C.Cl.C(=O)(O)[O-], predict the reaction product. The product is: [F:19][C:10]([C:15]([F:16])([F:17])[F:18])([C:11]([F:13])([F:12])[F:14])[CH2:9][CH:8]([C:20]([F:21])([F:23])[F:22])[CH2:7][CH2:6][OH:5].